This data is from Forward reaction prediction with 1.9M reactions from USPTO patents (1976-2016). The task is: Predict the product of the given reaction. (1) Given the reactants [Cl:1][C:2]1[CH:3]=[C:4]([CH:28]=[CH:29][C:30]=1[Cl:31])[C:5]([NH:7][C:8]1[CH:27]=[CH:26][C:11]([O:12][C:13]2[CH:18]=[CH:17][C:16]([CH2:19][CH2:20][C:21]([O:23]CC)=[O:22])=[CH:15][CH:14]=2)=[CH:10][CH:9]=1)=[O:6].[OH-].[Na+].O.Cl, predict the reaction product. The product is: [Cl:1][C:2]1[CH:3]=[C:4]([CH:28]=[CH:29][C:30]=1[Cl:31])[C:5]([NH:7][C:8]1[CH:27]=[CH:26][C:11]([O:12][C:13]2[CH:14]=[CH:15][C:16]([CH2:19][CH2:20][C:21]([OH:23])=[O:22])=[CH:17][CH:18]=2)=[CH:10][CH:9]=1)=[O:6]. (2) Given the reactants [OH:1][C:2]([C:19]1[CH:24]=[CH:23][CH:22]=[CH:21][CH:20]=1)([C:13]1[CH:18]=[CH:17][CH:16]=[CH:15][CH:14]=1)[CH:3]1[CH2:8][CH2:7][N:6]([CH2:9][CH2:10][CH2:11][OH:12])[CH2:5][CH2:4]1.[CH3:25][C:26]1[CH:31]=[CH:30][C:29]([S:32](Cl)(=[O:34])=[O:33])=[CH:28][CH:27]=1, predict the reaction product. The product is: [CH3:25][C:26]1[CH:31]=[CH:30][C:29]([S:32]([O:12][CH2:11][CH2:10][CH2:9][N:6]2[CH2:5][CH2:4][CH:3]([C:2]([OH:1])([C:19]3[CH:24]=[CH:23][CH:22]=[CH:21][CH:20]=3)[C:13]3[CH:14]=[CH:15][CH:16]=[CH:17][CH:18]=3)[CH2:8][CH2:7]2)(=[O:34])=[O:33])=[CH:28][CH:27]=1. (3) Given the reactants [NH2:1][C:2]1[N:6]([C:7]2[CH:12]=[CH:11][CH:10]=[CH:9][CH:8]=2)[N:5]=[C:4]([CH3:13])[C:3]=1[C:14]#[N:15].S(=O)(=O)(O)[OH:17], predict the reaction product. The product is: [NH2:1][C:2]1[N:6]([C:7]2[CH:12]=[CH:11][CH:10]=[CH:9][CH:8]=2)[N:5]=[C:4]([CH3:13])[C:3]=1[C:14]([NH2:15])=[O:17]. (4) Given the reactants [H-].[Na+].[O:3]=[C:4]([CH3:13])[CH2:5][C:6]([O:8][C:9]([CH3:12])([CH3:11])[CH3:10])=[O:7].Br[CH2:15][C:16]([C:18]1[CH:23]=[CH:22][CH:21]=[CH:20][C:19]=1[N+:24]([O-:26])=[O:25])=[O:17], predict the reaction product. The product is: [C:4]([CH:5]([CH2:15][C:16]([C:18]1[CH:23]=[CH:22][CH:21]=[CH:20][C:19]=1[N+:24]([O-:26])=[O:25])=[O:17])[C:6]([O:8][C:9]([CH3:12])([CH3:11])[CH3:10])=[O:7])(=[O:3])[CH3:13]. (5) Given the reactants [C:1]([O:5][C:6]([N:8]1[CH2:13][CH2:12][CH:11]([N:14]2[C:18]([C:19]3[CH:24]=[CH:23][N:22]=[CH:21][CH:20]=3)=[C:17]([C:25]3[CH:30]=[CH:29][C:28]([Cl:31])=[CH:27][CH:26]=3)[C:16](=[O:32])[NH:15]2)[CH2:10][CH2:9]1)=[O:7])([CH3:4])([CH3:3])[CH3:2].[H-].[Li+].I[CH3:36], predict the reaction product. The product is: [C:1]([O:5][C:6]([N:8]1[CH2:9][CH2:10][CH:11]([N:14]2[C:18]([C:19]3[CH:24]=[CH:23][N:22]=[CH:21][CH:20]=3)=[C:17]([C:25]3[CH:26]=[CH:27][C:28]([Cl:31])=[CH:29][CH:30]=3)[C:16]([O:32][CH3:36])=[N:15]2)[CH2:12][CH2:13]1)=[O:7])([CH3:4])([CH3:2])[CH3:3]. (6) The product is: [CH2:1]([CH:8]1[CH2:13][CH2:12][N:11]([S:21]([C:20]2[C:15]([NH2:14])=[N:16][CH:17]=[C:18]([Br:25])[CH:19]=2)(=[O:23])=[O:22])[CH2:10][CH2:9]1)[C:2]1[CH:7]=[CH:6][CH:5]=[CH:4][CH:3]=1. Given the reactants [CH2:1]([CH:8]1[CH2:13][CH2:12][NH:11][CH2:10][CH2:9]1)[C:2]1[CH:7]=[CH:6][CH:5]=[CH:4][CH:3]=1.[NH2:14][C:15]1[C:20]([S:21](Cl)(=[O:23])=[O:22])=[CH:19][C:18]([Br:25])=[CH:17][N:16]=1.CCN(C(C)C)C(C)C.C([O-])(O)=O.[Na+], predict the reaction product. (7) Given the reactants [F:1][C:2]([F:53])([F:52])[C:3]1[CH:4]=[C:5]([CH:45]=[C:46]([C:48]([F:51])([F:50])[F:49])[CH:47]=1)[CH2:6][N:7]([CH2:25][C:26]1[C:27]([N:37]([CH2:41][CH:42]2[CH2:44][CH2:43]2)[CH2:38][CH2:39][CH3:40])=[N:28][C:29]2[C:34]([CH:35]=1)=[CH:33][CH:32]=[CH:31][C:30]=2[CH3:36])[C:8]1[N:13]=[CH:12][C:11]([N:14]([CH3:24])[CH2:15][CH2:16][C:17]([O:19]C(C)(C)C)=[O:18])=[CH:10][N:9]=1.O.C(=O)(O)[O-].[Na+], predict the reaction product. The product is: [F:53][C:2]([F:1])([F:52])[C:3]1[CH:4]=[C:5]([CH:45]=[C:46]([C:48]([F:50])([F:49])[F:51])[CH:47]=1)[CH2:6][N:7]([CH2:25][C:26]1[C:27]([N:37]([CH2:41][CH:42]2[CH2:44][CH2:43]2)[CH2:38][CH2:39][CH3:40])=[N:28][C:29]2[C:34]([CH:35]=1)=[CH:33][CH:32]=[CH:31][C:30]=2[CH3:36])[C:8]1[N:9]=[CH:10][C:11]([N:14]([CH3:24])[CH2:15][CH2:16][C:17]([OH:19])=[O:18])=[CH:12][N:13]=1.